Dataset: Forward reaction prediction with 1.9M reactions from USPTO patents (1976-2016). Task: Predict the product of the given reaction. (1) Given the reactants [Cl:1][C:2]1[N:3]=[C:4]([C:16](=[O:27])[CH2:17][C:18]2[CH:19]=[CH:20][C:21]([F:26])=[C:22]([CH:25]=2)[C:23]#[N:24])[N:5](COCC[Si](C)(C)C)[C:6]=1[Cl:7].C(O)C.Cl, predict the reaction product. The product is: [Cl:7][C:6]1[N:5]=[C:4]([C:16](=[O:27])[CH2:17][C:18]2[CH:19]=[CH:20][C:21]([F:26])=[C:22]([CH:25]=2)[C:23]#[N:24])[NH:3][C:2]=1[Cl:1]. (2) The product is: [Cl:1][CH2:2][C@H:3]([C:5]1[CH:10]=[N:9][CH:8]=[CH:7][N:6]=1)[OH:4]. Given the reactants [Cl:1][CH2:2][C:3]([C:5]1[CH:10]=[N:9][CH:8]=[CH:7][N:6]=1)=[O:4].CCN(CC)CC.C1(C)C=CC(S(N[C@H](C2C=CC=CC=2)[C@@H](C2C=CC=CC=2)N)(=O)=O)=CC=1.CN(C=O)C, predict the reaction product. (3) Given the reactants [Cl:1][C:2]1[CH:3]=[N:4][C:5]2[C:10]([CH:11]=1)=[CH:9][C:8]([C:12](OC)=[O:13])=[CH:7][CH:6]=2.[H-].[H-].[H-].[H-].[Li+].[Al+3], predict the reaction product. The product is: [Cl:1][C:2]1[CH:3]=[N:4][C:5]2[C:10]([CH:11]=1)=[CH:9][C:8]([CH2:12][OH:13])=[CH:7][CH:6]=2. (4) Given the reactants C([N:8]1[CH2:12][CH:11]([C:13]2[CH:18]=[CH:17][C:16]([Cl:19])=[C:15]([Cl:20])[CH:14]=2)[CH:10]([C:21](=[O:23])[CH3:22])[CH2:9]1)C1C=CC=CC=1.[H-].[H-].[H-].[H-].[Li+].[Al+3], predict the reaction product. The product is: [Cl:20][C:15]1[CH:14]=[C:13]([CH:11]2[CH2:12][NH:8][CH2:9][CH:10]2[CH:21]([OH:23])[CH3:22])[CH:18]=[CH:17][C:16]=1[Cl:19]. (5) Given the reactants [Br:1][C:2]1[CH:3]=[CH:4][C:5](F)=[N:6][CH:7]=1.[CH3:9][O:10][CH2:11][CH2:12][NH2:13].C(N(CC)C(C)C)(C)C, predict the reaction product. The product is: [Br:1][C:2]1[CH:3]=[CH:4][C:5]([NH:13][CH2:12][CH2:11][O:10][CH3:9])=[N:6][CH:7]=1. (6) Given the reactants [F:1][C:2]([F:36])([F:35])[C:3]1[CH:4]=[C:5]([C:9]2[CH:20]=[C:19]([CH:21]([N:23]([CH3:34])[S:24]([C:27]3[CH:32]=[CH:31][C:30]([F:33])=[CH:29][CH:28]=3)(=[O:26])=[O:25])[CH3:22])[CH:18]=[CH:17][C:10]=2[O:11][CH2:12][C:13]([O:15]C)=[O:14])[CH:6]=[CH:7][CH:8]=1.[OH-].[Li+], predict the reaction product. The product is: [F:36][C:2]([F:1])([F:35])[C:3]1[CH:4]=[C:5]([C:9]2[CH:20]=[C:19]([CH:21]([N:23]([CH3:34])[S:24]([C:27]3[CH:28]=[CH:29][C:30]([F:33])=[CH:31][CH:32]=3)(=[O:26])=[O:25])[CH3:22])[CH:18]=[CH:17][C:10]=2[O:11][CH2:12][C:13]([OH:15])=[O:14])[CH:6]=[CH:7][CH:8]=1. (7) Given the reactants [F:1][C:2]1[CH:7]=[C:6]([C:8]2[CH:16]=[C:15]3[C:11]([C:12]([C:17]4[NH:18][C:19]5[CH2:24][CH2:23][NH:22][CH2:21][C:20]=5[N:25]=4)=[N:13][NH:14]3)=[CH:10][CH:9]=2)[C:5]([CH2:26][C:27]([F:30])([F:29])[F:28])=[CH:4][C:3]=1[OH:31].[OH:32][C:33]1[CH:34]=[C:35]([CH:38]=[CH:39][CH:40]=1)[CH:36]=O, predict the reaction product. The product is: [F:1][C:2]1[CH:7]=[C:6]([C:8]2[CH:16]=[C:15]3[C:11]([C:12]([C:17]4[NH:18][C:19]5[CH2:24][CH2:23][N:22]([CH2:36][C:35]6[CH:38]=[CH:39][CH:40]=[C:33]([OH:32])[CH:34]=6)[CH2:21][C:20]=5[N:25]=4)=[N:13][NH:14]3)=[CH:10][CH:9]=2)[C:5]([CH2:26][C:27]([F:28])([F:29])[F:30])=[CH:4][C:3]=1[OH:31]. (8) Given the reactants [OH-].[Na+].[CH3:3][O:4]/[C:5](=[CH:10]\[C:11]1[CH:16]=[CH:15][C:14]([C:17]2[CH:22]=[CH:21][CH:20]=[C:19]([N:23]([CH3:35])[C:24]([NH:26][CH2:27][CH2:28][C:29]3[CH:34]=[CH:33][CH:32]=[CH:31][CH:30]=3)=[O:25])[CH:18]=2)=[CH:13][CH:12]=1)/[C:6]([O:8]C)=[O:7].C(O)(=O)C, predict the reaction product. The product is: [CH3:3][O:4]/[C:5](=[CH:10]\[C:11]1[CH:12]=[CH:13][C:14]([C:17]2[CH:22]=[CH:21][CH:20]=[C:19]([N:23]([CH3:35])[C:24]([NH:26][CH2:27][CH2:28][C:29]3[CH:30]=[CH:31][CH:32]=[CH:33][CH:34]=3)=[O:25])[CH:18]=2)=[CH:15][CH:16]=1)/[C:6]([OH:8])=[O:7]. (9) Given the reactants [CH:1]([N:3]([CH2:5][C:6](O)=O)[CH3:4])=O.[C:9]([O:13][CH2:14][CH3:15])(=[O:12])[C:10]#[CH:11].C(OC(=O)C)(=O)C, predict the reaction product. The product is: [CH2:5]([N:3]1[CH:1]=[CH:11][C:10]([C:9]([O:13][CH2:14][CH3:15])=[O:12])=[CH:4]1)[CH3:6].